From a dataset of Forward reaction prediction with 1.9M reactions from USPTO patents (1976-2016). Predict the product of the given reaction. (1) Given the reactants Cl.[NH2:2][C@H:3]([C:10]([OH:12])=[O:11])[CH2:4][C:5]1[N:9]=[CH:8][NH:7][CH:6]=1.FC(F)(F)C([O:17][C:18](=O)[C:19](F)(F)F)=O.ClC(OCC(C)C)=O.[NH2:34][C@@H:35](C(O)=O)CC1N=CNC=1, predict the reaction product. The product is: [C:35]([CH2:19][C:18]([NH:2][C@@H:3]([CH2:4][C:5]1[N:9]=[CH:8][NH:7][CH:6]=1)[C:10]([OH:12])=[O:11])=[O:17])#[N:34]. (2) Given the reactants [BH4-].[Na+].[CH2:3]([N:6]([C:16]1[CH:21]=[CH:20][C:19]([Cl:22])=[CH:18][C:17]=1[C:23](=[O:34])[C:24]1[CH:29]=[CH:28][CH:27]=[C:26]([O:30][CH3:31])[C:25]=1[O:32][CH3:33])[C:7](=[O:15])/[CH:8]=[CH:9]/[C:10]([O:12][CH2:13][CH3:14])=[O:11])[CH:4]=[CH2:5].C(OCC)(=O)C, predict the reaction product. The product is: [CH2:3]([N:6]([C:16]1[CH:21]=[CH:20][C:19]([Cl:22])=[CH:18][C:17]=1[CH:23]([C:24]1[CH:29]=[CH:28][CH:27]=[C:26]([O:30][CH3:31])[C:25]=1[O:32][CH3:33])[OH:34])[C:7](=[O:15])/[CH:8]=[CH:9]/[C:10]([O:12][CH2:13][CH3:14])=[O:11])[CH:4]=[CH2:5]. (3) Given the reactants [NH:1]1[C:5]2[CH:6]=[CH:7][CH:8]=[CH:9][C:4]=2[N:3]=[C:2]1[C:10]([N:12]([CH2:30][CH:31]([CH3:33])[CH3:32])[C@@H:13]1[CH2:18][N:17]([C:19]([O:21][C:22]([CH3:25])([CH3:24])[CH3:23])=[O:20])[CH2:16][C@H:15]([C:26]([O:28][CH3:29])=[O:27])[CH2:14]1)=[O:11].CS(O[CH2:39][CH2:40][CH2:41][CH2:42][O:43][CH3:44])(=O)=O.C(=O)([O-])[O-].[Cs+].[Cs+], predict the reaction product. The product is: [CH3:44][O:43][CH2:42][CH2:41][CH2:40][CH2:39][N:1]1[C:5]2[CH:6]=[CH:7][CH:8]=[CH:9][C:4]=2[N:3]=[C:2]1[C:10]([N:12]([CH2:30][CH:31]([CH3:33])[CH3:32])[C@@H:13]1[CH2:18][N:17]([C:19]([O:21][C:22]([CH3:23])([CH3:24])[CH3:25])=[O:20])[CH2:16][C@H:15]([C:26]([O:28][CH3:29])=[O:27])[CH2:14]1)=[O:11]. (4) Given the reactants [Br:1][C:2]1[CH:3]=[C:4]2[C:9](=[CH:10][CH:11]=1)[N:8]=[N:7][CH:6]=[C:5]2Cl.Cl.Cl.[C:15]1([NH:21][CH:22]2[CH2:27][CH2:26][NH:25][CH2:24][CH2:23]2)[CH:20]=[CH:19][CH:18]=[CH:17][CH:16]=1.CCN(C(C)C)C(C)C, predict the reaction product. The product is: [Br:1][C:2]1[CH:3]=[C:4]2[C:9](=[CH:10][CH:11]=1)[N:8]=[N:7][CH:6]=[C:5]2[N:25]1[CH2:26][CH2:27][CH:22]([NH:21][C:15]2[CH:20]=[CH:19][CH:18]=[CH:17][CH:16]=2)[CH2:23][CH2:24]1. (5) The product is: [NH2:1][C:2]1[C:7]([NH2:8])=[C:6]([CH2:11][CH2:12][C:13]2[CH:14]=[CH:15][C:16]([CH3:19])=[CH:17][CH:18]=2)[CH:5]=[CH:4][N:3]=1. Given the reactants [NH2:1][C:2]1[C:7]([N+:8]([O-])=O)=[C:6]([CH:11]=[CH:12][C:13]2[CH:18]=[CH:17][C:16]([CH3:19])=[CH:15][CH:14]=2)[CH:5]=[CH:4][N:3]=1, predict the reaction product. (6) Given the reactants [O-]Cl.[Na+].[CH3:4][O:5][C:6]1[CH:22]=[CH:21][C:9]([CH2:10][N:11]2[C:15]([CH2:16][CH2:17][CH2:18][CH2:19][OH:20])=[N:14][N:13]=[N:12]2)=[CH:8][CH:7]=1.[K+].[Br-].C([O-])(O)=[O:26].[Na+].Cl, predict the reaction product. The product is: [CH3:4][O:5][C:6]1[CH:22]=[CH:21][C:9]([CH2:10][N:11]2[C:15]([CH2:16][CH2:17][CH2:18][C:19]([OH:26])=[O:20])=[N:14][N:13]=[N:12]2)=[CH:8][CH:7]=1. (7) Given the reactants [Cl:1][C:2]1[CH:7]=[CH:6][C:5]([C:8](=[O:16])[CH2:9][C:10]2[CH:15]=[CH:14][N:13]=[CH:12][CH:11]=2)=[CH:4][CH:3]=1.[N:17]([O-])=[O:18].[Na+], predict the reaction product. The product is: [Cl:1][C:2]1[CH:7]=[CH:6][C:5]([C:8](=[O:16])[C:9]([C:10]2[CH:15]=[CH:14][N:13]=[CH:12][CH:11]=2)=[N:17][OH:18])=[CH:4][CH:3]=1. (8) Given the reactants [CH3:1][O:2][C:3]1[CH:27]=[CH:26][C:6]([CH2:7][N:8]2[CH:12]=[C:11](B3OC(C)(C)C(C)(C)O3)[C:10]([CH:22]([OH:25])[CH:23]=[CH2:24])=[N:9]2)=[CH:5][CH:4]=1.[C:28]([O:32][C:33](=[O:43])[NH:34][C:35]1[S:36][C:37]([CH:41]=[O:42])=[C:38](Br)[N:39]=1)([CH3:31])([CH3:30])[CH3:29].[O-]P([O-])([O-])=O.[K+].[K+].[K+], predict the reaction product. The product is: [C:28]([O:32][C:33](=[O:43])[NH:34][C:35]1[S:36][C:37]([CH:41]=[O:42])=[C:38]([C:11]2[C:10]([CH:22]([OH:25])[CH:23]=[CH2:24])=[N:9][N:8]([CH2:7][C:6]3[CH:5]=[CH:4][C:3]([O:2][CH3:1])=[CH:27][CH:26]=3)[CH:12]=2)[N:39]=1)([CH3:31])([CH3:29])[CH3:30]. (9) The product is: [CH2:1]([C:3]1[C:4]([F:17])=[CH:5][N:6]=[C:7]2[C:12]=1[N:11]([CH2:13][CH2:14][N:18]1[CH2:19][CH2:20][CH:21]([NH:24][C:25](=[O:31])[O:26][C:27]([CH3:29])([CH3:28])[CH3:30])[CH2:22][CH2:23]1)[C:10](=[O:16])[CH:9]=[CH:8]2)[CH3:2]. Given the reactants [CH2:1]([C:3]1[C:4]([F:17])=[CH:5][N:6]=[C:7]2[C:12]=1[N:11]([CH2:13][CH:14]=O)[C:10](=[O:16])[CH:9]=[CH:8]2)[CH3:2].[NH:18]1[CH2:23][CH2:22][CH:21]([NH:24][C:25](=[O:31])[O:26][C:27]([CH3:30])([CH3:29])[CH3:28])[CH2:20][CH2:19]1.CO.[BH-](OC(C)=O)(OC(C)=O)OC(C)=O.[Na+], predict the reaction product. (10) Given the reactants [F:1][CH:2]([F:14])[N:3]1[C:7]([C:8]([OH:10])=O)=[CH:6][C:5]([N+:11]([O-:13])=[O:12])=[N:4]1.[CH2:15]([N:17](CC)CC)C.Cl.CN.C(=O)([O-])O.[Na+], predict the reaction product. The product is: [F:14][CH:2]([F:1])[N:3]1[C:7]([C:8]([NH:17][CH3:15])=[O:10])=[CH:6][C:5]([N+:11]([O-:13])=[O:12])=[N:4]1.